This data is from Peptide-MHC class II binding affinity with 134,281 pairs from IEDB. The task is: Regression. Given a peptide amino acid sequence and an MHC pseudo amino acid sequence, predict their binding affinity value. This is MHC class II binding data. (1) The peptide sequence is GKTKEGVLYVGSKTK. The MHC is DRB3_0101 with pseudo-sequence DRB3_0101. The binding affinity (normalized) is 0.0814. (2) The peptide sequence is NFTVGRIIELFTAKG. The MHC is DRB1_0101 with pseudo-sequence DRB1_0101. The binding affinity (normalized) is 0.551. (3) The peptide sequence is RFYKTLRAEQASQ. The MHC is DRB1_1302 with pseudo-sequence DRB1_1302. The binding affinity (normalized) is 0.124. (4) The peptide sequence is KPARLIVFPDLGVRVC. The MHC is DRB1_0701 with pseudo-sequence DRB1_0701. The binding affinity (normalized) is 0.455. (5) The peptide sequence is VFCSELPDFACSG. The MHC is HLA-DPA10201-DPB10501 with pseudo-sequence HLA-DPA10201-DPB10501. The binding affinity (normalized) is 0.0716.